Dataset: Full USPTO retrosynthesis dataset with 1.9M reactions from patents (1976-2016). Task: Predict the reactants needed to synthesize the given product. (1) Given the product [OH:2][C:3]1[C:8]2[O:9][C:10]([C:12]3[O:13][C:14]([C:17]([F:20])([F:19])[F:18])=[N:15][N:16]=3)=[CH:11][C:7]=2[CH:6]=[CH:5][CH:4]=1, predict the reactants needed to synthesize it. The reactants are: C[O:2][C:3]1[C:8]2[O:9][C:10]([C:12]3[O:13][C:14]([C:17]([F:20])([F:19])[F:18])=[N:15][N:16]=3)=[CH:11][C:7]=2[CH:6]=[CH:5][CH:4]=1.B(Br)(Br)Br. (2) Given the product [C:10]([C:13]1[S:14][C:15]([C:2]2[O:6][C:5]([C:7]([OH:9])=[O:8])=[CH:4][CH:3]=2)=[CH:16][CH:17]=1)(=[O:12])[CH3:11], predict the reactants needed to synthesize it. The reactants are: Br[C:2]1[O:6][C:5]([C:7]([OH:9])=[O:8])=[CH:4][CH:3]=1.[C:10]([C:13]1[S:14][C:15](B(O)O)=[CH:16][CH:17]=1)(=[O:12])[CH3:11].C(=O)([O-])[O-].[K+].[K+].O1CCOCC1. (3) Given the product [CH:1]([C:4]1[N:8]([C:9]2[CH:10]=[C:11]([CH:15]=[C:16]([C:18]3[CH:23]=[CH:22][C:21]([CH3:24])=[CH:20][N:19]=3)[CH:17]=2)[C:12]([NH:33][CH2:32][C:29]2[CH:28]=[N:27][C:26]([CH3:25])=[CH:31][N:30]=2)=[O:13])[N:7]=[CH:6][N:5]=1)([CH3:2])[CH3:3], predict the reactants needed to synthesize it. The reactants are: [CH:1]([C:4]1[N:8]([C:9]2[CH:10]=[C:11]([CH:15]=[C:16]([C:18]3[CH:23]=[CH:22][C:21]([CH3:24])=[CH:20][N:19]=3)[CH:17]=2)[C:12](O)=[O:13])[N:7]=[CH:6][N:5]=1)([CH3:3])[CH3:2].[CH3:25][C:26]1[N:27]=[CH:28][C:29]([CH2:32][NH2:33])=[N:30][CH:31]=1.CCN=C=NCCCN(C)C.C1C=CC2N(O)N=NC=2C=1.CN1CCOCC1. (4) Given the product [Cl:16][C:17]1[CH:22]=[C:21]([N:12]2[CH2:13][CH2:14][N:10]([C:5]3[CH:6]=[N:7][CH:8]=[CH:9][C:4]=3[CH:1]3[CH2:3][CH2:2]3)[C:11]2=[O:15])[CH:20]=[CH:19][N:18]=1, predict the reactants needed to synthesize it. The reactants are: [CH:1]1([C:4]2[CH:9]=[CH:8][N:7]=[CH:6][C:5]=2[N:10]2[CH2:14][CH2:13][NH:12][C:11]2=[O:15])[CH2:3][CH2:2]1.[Cl:16][C:17]1[CH:22]=[C:21](I)[CH:20]=[CH:19][N:18]=1.CN[C@@H]1CCCC[C@H]1NC.P([O-])([O-])([O-])=O.[K+].[K+].[K+].